This data is from HIV replication inhibition screening data with 41,000+ compounds from the AIDS Antiviral Screen. The task is: Binary Classification. Given a drug SMILES string, predict its activity (active/inactive) in a high-throughput screening assay against a specified biological target. (1) The compound is CCN(CC)CC(=O)N(CC)c1ccc(C)c(Cl)c1. The result is 0 (inactive). (2) The molecule is C(=Nc1ccccc1C1SCCCS1)c1ccccc1. The result is 0 (inactive).